Dataset: Experimentally validated miRNA-target interactions with 360,000+ pairs, plus equal number of negative samples. Task: Binary Classification. Given a miRNA mature sequence and a target amino acid sequence, predict their likelihood of interaction. (1) The miRNA is hsa-miR-3149 with sequence UUUGUAUGGAUAUGUGUGUGUAU. The protein sequence of the target gene is MENQLWHNTVRCCNQYQESPHDAEDILLLLLGLIVLVNIGINVATMMWHGLQNALDKMIDWATQKNEIQASESPPSGPPDKAQDVHIHCILDPVQVKMSRPTQYSSFSCHHFSNHHSSSLLRCVRRRRRRHRRCRRRCCNHQQRPQNYRQIPHSHSVFRNPHRSQKMSQLHRVPFFDQEDPDSYLEEEDNLPFPYPKYPRRGWGGFYQRAGLPSNVGLWGHQGGILASLPPPSLYLSPELRCMPKRVEARSELRLQSYGRHGSQSRLWGNVEAEQWASSPPPPHRLPPNPSWVPVGHSPY.... Result: 0 (no interaction). (2) The miRNA is rno-miR-106b-5p with sequence UAAAGUGCUGACAGUGCAGAU. The protein sequence of the target gene is MSSSFFNPSFAFSSHFDPDGAPLSELSWPSSLAVVAVSFSGLFAVIVLMLACLCCKKGGIGFKEFENAEGDEYAADLAQGSPATAAQNGPDVYVLPLTEVSLPMAKQPGRSVQLLKSTDVGRHSLLYLKEIGRGWFGKVFLGEVNSGISSAQVVVKELQASASVQEQMQFLEEVQPYRALKHSNLLQCLAQCAEVTPYLLVMEFCPLGDLKGYLRSCRVAESMAPDPRTLQRMACEVACGVLHLHRNNFVHSDLALRNCLLTADLTVKIGDYGLAHCKYREDYFVTADQLWVPLRWIAPE.... Result: 0 (no interaction). (3) The miRNA is hsa-miR-30e-5p with sequence UGUAAACAUCCUUGACUGGAAG. The protein sequence of the target gene is MAAEIQPKPLTRKPILLQRMEGSQEVVNMAVIVPKEEGVISVSEDRTVRVWLKRDSGQYWPSVYHAMPSPCSCMSFNPETRRLSIGLDNGTISEFILSEDYNKMTPVKNYQAHQSRVTMILFVLELEWVLSTGQDKQFAWHCSESGQRLGGYRTSAVASGLQFDVETRHVFIGDHSGQVTILKLEQENCTLVTTFRGHTGGVTALCWDPVQRVLFSGSSDHSVIMWDIGGRKGTAIELQGHNDRVQALSYAQHTRQLISCGGDGGIVVWNMDVERQETPEWLDSDSCQKCDQPFFWNFKQ.... Result: 1 (interaction). (4) The miRNA is hsa-miR-675-5p with sequence UGGUGCGGAGAGGGCCCACAGUG. The protein sequence of the target gene is MDRASELLFYVNGRKVIEKNVDPETMLLPYLRKKLRLTGTKYGCGGGGCGACTVMISRYNPITKRIRHHPANACLIPICSLYGAAVTTVEGIGSTHTRIHPVQERIAKCHGTQCGFCTPGMVMSIYTLLRNHPEPTLDQLTDALGGNLCRCTGYRPIIDACKTFCKTSGCCQSKENGVCCLDQGINGLPEFEEGSKTSPKLFAEEEFLPLDPTQELIFPPELMIMAEKQSQRTRVFGSERMMWFSPVTLKELLEFKFKYPQAPVIMGNTSVGPEVKFKGVFHPVIISPDRIEELSVVNHA.... Result: 0 (no interaction). (5) The miRNA is mmu-miR-466i-5p with sequence UGUGUGUGUGUGUGUGUGUG. The protein sequence of the target gene is MMYRTVGFGTRSRNLKPWMIAVLIVLSLTVVAVTIGLLVHFLVFDQKKEYYHGSFKILDPQINNNFGQSNTYQLKDLRETTENLVSQVDEIFIDSAWKKNYIKNQVVRLTPEEDGVKVDVIMVFQFPSTEQRAVREKKIQSILNQKIRNLRALPINASSVQVNAMSSSTGELTVQASCGKRVVPLNVNRIASGVIAPKAAWPWQASLQYDNIHQCGATLISNTWLVTAAHCFQKYKNPHQWTVSFGTKINPPLMKRNVRRFIIHEKYRSAAREYDIAVVQVSSRVTFSDDIRRICLPEAS.... Result: 0 (no interaction). (6) The miRNA is hsa-miR-103b with sequence UCAUAGCCCUGUACAAUGCUGCU. The protein sequence of the target gene is MEQLLRAELRTATLRAFGGPGAGCISEGRAYDTDAGPVFVKVNRRTQARQMFEGEVASLEALRSTGLVRVPRPMKVIDLPGGGAAFVMEHLKMKSLSSQASKLGEQMADLHLYNQKLREKLKEEENTVGRRGEGAEPQYVDKFGFHTVTCCGFIPQVNEWQDDWPTFFARHRLQAQLDLIEKDYADREARELWSRLQVKIPDLFCGLEIVPALLHGDLWSGNVAEDDVGPIIYDPASFYGHSEFELAIALMFGGFPRSFFTAYHRKIPKAPGFDQRLLLYQLFNYLNHWNHFGREYRSPS.... Result: 0 (no interaction).